Predict the reactants needed to synthesize the given product. From a dataset of Full USPTO retrosynthesis dataset with 1.9M reactions from patents (1976-2016). Given the product [F:32][C:2]([F:33])([F:1])[C:3]1[CH:27]=[C:26]([C:28]([F:30])([F:31])[F:29])[CH:25]=[CH:24][C:4]=1[CH2:5][N:6]1[C:14]2[C:9](=[CH:10][C:11]([CH:15]=[C:16]3[S:20][C:19]([N:34]4[CH2:40][CH2:39][CH2:38][NH:37][CH2:36][CH2:35]4)=[N:18][C:17]3=[O:23])=[CH:12][CH:13]=2)[CH:8]=[N:7]1, predict the reactants needed to synthesize it. The reactants are: [F:1][C:2]([F:33])([F:32])[C:3]1[CH:27]=[C:26]([C:28]([F:31])([F:30])[F:29])[CH:25]=[CH:24][C:4]=1[CH2:5][N:6]1[C:14]2[C:9](=[CH:10][C:11]([CH:15]=[C:16]3[S:20][C:19](SC)=[N:18][C:17]3=[O:23])=[CH:12][CH:13]=2)[CH:8]=[N:7]1.[NH:34]1[CH2:40][CH2:39][CH2:38][NH:37][CH2:36][CH2:35]1.